This data is from Forward reaction prediction with 1.9M reactions from USPTO patents (1976-2016). The task is: Predict the product of the given reaction. (1) Given the reactants C([O:3][C:4](=[O:32])[CH:5]=[CH:6][C:7]1[S:11][C:10]2[CH:12]=[CH:13][CH:14]=[C:15]([C:16]3[CH:21]=[C:20]([CH:22]([CH3:24])[CH3:23])[CH:19]=[C:18]([CH:25]([CH3:27])[CH3:26])[C:17]=3[O:28][CH2:29][CH2:30][CH3:31])[C:9]=2[CH:8]=1)C.C1COCC1.[Li+].[OH-], predict the reaction product. The product is: [CH2:29]([O:28][C:17]1[C:18]([CH:25]([CH3:27])[CH3:26])=[CH:19][C:20]([CH:22]([CH3:23])[CH3:24])=[CH:21][C:16]=1[C:15]1[C:9]2[CH:8]=[C:7]([CH:6]=[CH:5][C:4]([OH:32])=[O:3])[S:11][C:10]=2[CH:12]=[CH:13][CH:14]=1)[CH2:30][CH3:31]. (2) Given the reactants Cl.[NH2:2]O.[C:4](/[N:12]=[C:13](\SC)/[NH:14][C:15]1[CH:20]=[CH:19][C:18]([CH3:21])=[C:17]([C:22]2[C:23](=[O:34])[N:24]([CH3:33])[C:25]3[C:30]([CH:31]=2)=[CH:29][N:28]=[C:27]([CH3:32])[CH:26]=3)[CH:16]=1)(=[O:11])[C:5]1[CH:10]=[CH:9][CH:8]=[CH:7][CH:6]=1, predict the reaction product. The product is: [CH3:33][N:24]1[C:25]2[C:30](=[CH:29][N:28]=[C:27]([CH3:32])[CH:26]=2)[CH:31]=[C:22]([C:17]2[CH:16]=[C:15]([NH:14][C:13]3[N:12]=[C:4]([C:5]4[CH:10]=[CH:9][CH:8]=[CH:7][CH:6]=4)[O:11][N:2]=3)[CH:20]=[CH:19][C:18]=2[CH3:21])[C:23]1=[O:34]. (3) Given the reactants Br[C:2]1[N:3]=[C:4]([O:29][CH3:30])[C:5]([N:9]([CH2:21][O:22][CH2:23][CH2:24][Si:25]([CH3:28])([CH3:27])[CH3:26])[S:10]([C:13]2[CH:18]=[CH:17][CH:16]=[C:15]([Cl:19])[C:14]=2[Cl:20])(=[O:12])=[O:11])=[N:6][C:7]=1[CH3:8].[SH:31][CH2:32][C@H:33]([NH:38][C:39](=[O:45])[O:40][C:41]([CH3:44])([CH3:43])[CH3:42])[C:34]([NH:36][CH3:37])=[O:35], predict the reaction product. The product is: [Cl:20][C:14]1[C:15]([Cl:19])=[CH:16][CH:17]=[CH:18][C:13]=1[S:10]([N:9]([CH2:21][O:22][CH2:23][CH2:24][Si:25]([CH3:28])([CH3:27])[CH3:26])[C:5]1[N:6]=[C:7]([CH3:8])[C:2]([S:31][CH2:32][C@H:33]([NH:38][C:39](=[O:45])[O:40][C:41]([CH3:43])([CH3:42])[CH3:44])[C:34]([NH:36][CH3:37])=[O:35])=[N:3][C:4]=1[O:29][CH3:30])(=[O:12])=[O:11]. (4) Given the reactants [CH3:1][N:2]1[C:7](=[O:8])[C:6]2=[CH:9][N:10]([CH2:12][C:13]3[C:22]4[C:17](=[CH:18][CH:19]=[CH:20][CH:21]=4)[CH:16]=[CH:15][CH:14]=3)[CH:11]=[C:5]2[N:4]([CH2:23][CH:24]([CH3:26])[CH3:25])[C:3]1=[O:27].[CH3:28][O:29][C:30]1[CH:35]=[CH:34][CH:33]=[CH:32][C:31]=1[S:36][S:36][C:31]1[CH:32]=[CH:33][CH:34]=[CH:35][C:30]=1[O:29][CH3:28], predict the reaction product. The product is: [CH3:28][O:29][C:30]1[CH:35]=[CH:34][CH:33]=[CH:32][C:31]=1[S:36][C:9]1[N:10]([CH2:12][C:13]2[C:22]3[C:17](=[CH:18][CH:19]=[CH:20][CH:21]=3)[CH:16]=[CH:15][CH:14]=2)[CH:11]=[C:5]2[C:6]=1[C:7](=[O:8])[N:2]([CH3:1])[C:3](=[O:27])[N:4]2[CH2:23][CH:24]([CH3:25])[CH3:26]. (5) Given the reactants Cl[C:2]1[N:7]=[C:6]([CH3:8])[C:5]([F:9])=[CH:4][N:3]=1.C(OC([N:17]1[CH2:22][CH2:21][CH:20]([C@@H:23]2[CH2:25][C@@H:24]2[CH2:26][CH2:27][OH:28])[CH2:19][CH2:18]1)=O)(C)(C)C, predict the reaction product. The product is: [F:9][C:5]1[C:6]([CH3:8])=[N:7][C:2]([N:17]2[CH2:22][CH2:21][CH:20]([CH:23]3[CH2:25][CH:24]3[CH2:26][CH2:27][OH:28])[CH2:19][CH2:18]2)=[N:3][CH:4]=1. (6) Given the reactants [CH3:1][O:2][C:3]1[CH:4]=[C:5]2[C:10](=[CH:11][C:12]=1[O:13][CH3:14])[N:9]=[CH:8][N:7]=[C:6]2[CH:15]1[CH2:20][CH2:19][NH:18][CH2:17][CH2:16]1.[N:21]([C:24]1[CH:29]=[CH:28][C:27]([C:30]([F:33])([F:32])[F:31])=[CH:26][CH:25]=1)=[C:22]=[O:23], predict the reaction product. The product is: [F:31][C:30]([F:32])([F:33])[C:27]1[CH:26]=[CH:25][C:24]([NH:21][C:22]([N:18]2[CH2:19][CH2:20][CH:15]([C:6]3[C:5]4[C:10](=[CH:11][C:12]([O:13][CH3:14])=[C:3]([O:2][CH3:1])[CH:4]=4)[N:9]=[CH:8][N:7]=3)[CH2:16][CH2:17]2)=[O:23])=[CH:29][CH:28]=1.